From a dataset of Reaction yield outcomes from USPTO patents with 853,638 reactions. Predict the reaction yield, written as a fraction of the theoretical maximum amount of product (1.0 means a 100% yield; for example, 0.34 means a 34% yield). (1) The reactants are Cl[C:2]1[CH:3]=[CH:4][C:5]2[N:6]=[CH:7][N:8]=[C:9]([NH:12][CH:13]3[CH2:15][CH2:14]3)[C:10]=2[N:11]=1.[Cl:16][C:17]1[C:22]([NH:23][S:24]([C:27]2[CH:32]=[CH:31][C:30]([F:33])=[CH:29][C:28]=2[F:34])(=[O:26])=[O:25])=[CH:21][C:20](B2OC(C)(C)C(C)(C)O2)=[CH:19][N:18]=1.C(=O)(O)[O-].[Na+]. The catalyst is O1CCOCC1.C1C=CC(P(C2C=CC=CC=2)[C-]2C=CC=C2)=CC=1.C1C=CC(P(C2C=CC=CC=2)[C-]2C=CC=C2)=CC=1.Cl[Pd]Cl.[Fe+2].C(Cl)Cl. The product is [Cl:16][C:17]1[C:22]([NH:23][S:24]([C:27]2[CH:32]=[CH:31][C:30]([F:33])=[CH:29][C:28]=2[F:34])(=[O:26])=[O:25])=[CH:21][C:20]([C:2]2[CH:3]=[CH:4][C:5]3[N:6]=[CH:7][N:8]=[C:9]([NH:12][CH:13]4[CH2:15][CH2:14]4)[C:10]=3[N:11]=2)=[CH:19][N:18]=1. The yield is 0.530. (2) The reactants are ClC(Cl)(Cl)C(Cl)(Cl)Cl.[F:9][C:10]1[CH:11]=[CH:12][C:13]([NH:16][NH:17][C:18]([NH:20][CH:21]([CH3:23])[CH3:22])=O)=[N:14][CH:15]=1.C1(P(C2C=CC=CC=2)C2C=CC=CC=2)C=CC=CC=1.C(N(CC)CC)C. The catalyst is C1COCC1. The product is [F:9][C:10]1[CH:11]=[CH:12][C:13]2[N:14]([C:18]([NH:20][CH:21]([CH3:23])[CH3:22])=[N:17][N:16]=2)[CH:15]=1. The yield is 0.820. (3) The reactants are [H-].[Na+].C(=S)=S.CI.C(SC)(=S)O[CH2:10][C:11]1[CH:16]=[CH:15][C:14]([O:17][C:18]2[CH:23]=[CH:22][C:21]([F:24])=[C:20]([NH2:25])[CH:19]=2)=[CH:13][N:12]=1.C([SnH](CCCC)CCCC)CCC.CC(N=NC(C#N)(C)C)(C#N)C. The catalyst is C1COCC1.C1(C)C=CC=CC=1. The product is [F:24][C:21]1[CH:22]=[CH:23][C:18]([O:17][C:14]2[CH:13]=[N:12][C:11]([CH3:10])=[CH:16][CH:15]=2)=[CH:19][C:20]=1[NH2:25]. The yield is 0.560.